From a dataset of Forward reaction prediction with 1.9M reactions from USPTO patents (1976-2016). Predict the product of the given reaction. (1) Given the reactants Cl.[CH3:2][C:3]1[C:11]2[C:6](=[CH:7][CH:8]=[CH:9][CH:10]=2)[NH:5][C:4]=1[C:12]1[CH:13]=[N:14][CH:15]=[CH:16][CH:17]=1.[H-].[Na+].Br[CH2:21][C:22]1[CH:29]=[CH:28][C:25]([C:26]#[N:27])=[CH:24][C:23]=1[F:30].CN(C=[O:35])C, predict the reaction product. The product is: [NH4+:5].[OH-:35].[F:30][C:23]1[CH:24]=[C:25]([CH:28]=[CH:29][C:22]=1[CH2:21][N:5]1[C:6]2[C:11](=[CH:10][CH:9]=[CH:8][CH:7]=2)[C:3]([CH3:2])=[C:4]1[C:12]1[CH:13]=[N:14][CH:15]=[CH:16][CH:17]=1)[C:26]#[N:27]. (2) Given the reactants [N:1]1[C:10]2[CH2:9][CH2:8][CH2:7][CH2:6][C:5]=2[CH:4]=[CH:3][C:2]=1[CH2:11][Br:12].[C:13]1([P:19]([C:26]2[CH:31]=[CH:30][CH:29]=[CH:28][CH:27]=2)[C:20]2[CH:25]=[CH:24][CH:23]=[CH:22][CH:21]=2)[CH:18]=[CH:17][CH:16]=[CH:15][CH:14]=1, predict the reaction product. The product is: [Br-:12].[N:1]1[C:10]2[CH2:9][CH2:8][CH2:7][CH2:6][C:5]=2[CH:4]=[CH:3][C:2]=1[CH2:11][P+:19]([C:20]1[CH:21]=[CH:22][CH:23]=[CH:24][CH:25]=1)([C:26]1[CH:31]=[CH:30][CH:29]=[CH:28][CH:27]=1)[C:13]1[CH:14]=[CH:15][CH:16]=[CH:17][CH:18]=1. (3) Given the reactants Br[C:2]1[CH:3]=[N:4][CH:5]=[CH:6][CH:7]=1.[CH3:8][C@@H:9]([OH:13])[CH2:10][CH:11]=[CH2:12].C(N(CC)CC)C.C(#N)C, predict the reaction product. The product is: [N:4]1[CH:5]=[CH:6][CH:7]=[C:2](/[CH:12]=[CH:11]/[CH2:10][C@H:9]([OH:13])[CH3:8])[CH:3]=1. (4) Given the reactants [CH:1]1([C:4](Cl)=[O:5])[CH2:3][CH2:2]1.[Br:7][C:8]1[CH:9]=[C:10]2[C:14](=[C:15]([NH2:17])[CH:16]=1)[NH:13][CH:12]=[CH:11]2.C(N(CC)CC)C, predict the reaction product. The product is: [Br:7][C:8]1[CH:9]=[C:10]2[C:14](=[C:15]([NH:17][C:4]([CH:1]3[CH2:3][CH2:2]3)=[O:5])[CH:16]=1)[NH:13][CH:12]=[CH:11]2. (5) Given the reactants [F:1][C:2]1[CH:11]=[C:10]2[C:5]([CH:6]=[C:7]([NH:16][C:17]3[CH:21]=[C:20]([CH3:22])[N:19](S(C(F)(F)F)(=O)=O)[N:18]=3)[N:8]=[C:9]2[O:12][CH:13]([CH3:15])[CH3:14])=[CH:4][C:3]=1OS(C(F)(F)F)(=O)=O.[NH:38]1[CH2:43][CH2:42][O:41][CH2:40][CH2:39]1, predict the reaction product. The product is: [F:1][C:2]1[CH:11]=[C:10]2[C:5]([CH:6]=[C:7]([NH:16][C:17]3[CH:21]=[C:20]([CH3:22])[NH:19][N:18]=3)[N:8]=[C:9]2[O:12][CH:13]([CH3:15])[CH3:14])=[CH:4][C:3]=1[N:38]1[CH2:43][CH2:42][O:41][CH2:40][CH2:39]1.